Dataset: Full USPTO retrosynthesis dataset with 1.9M reactions from patents (1976-2016). Task: Predict the reactants needed to synthesize the given product. (1) Given the product [F:13][C:14]1[CH:15]=[CH:16][CH:17]=[C:18]2[C:23]=1[N:22]=[CH:21][C:20]([O:24][C:2]1[C:3]([C:8]([CH3:12])([CH3:11])[CH:9]=[O:10])=[N:4][CH:5]=[CH:6][CH:7]=1)=[CH:19]2, predict the reactants needed to synthesize it. The reactants are: Br[C:2]1[C:3]([C:8]([CH3:12])([CH3:11])[CH:9]=[O:10])=[N:4][CH:5]=[CH:6][CH:7]=1.[F:13][C:14]1[CH:15]=[CH:16][CH:17]=[C:18]2[C:23]=1[N:22]=[CH:21][C:20]([OH:24])=[CH:19]2.C(=O)([O-])[O-].[Cs+].[Cs+].C(CC(=O)C(C)(C)C)(=O)C(C)(C)C. (2) Given the product [C:1]([C:5]1[CH:6]=[C:7]([C:12](=[O:14])[CH3:13])[CH:8]=[C:9]([I:15])[C:10]=1[OH:11])([CH3:4])([CH3:2])[CH3:3], predict the reactants needed to synthesize it. The reactants are: [C:1]([C:5]1[CH:6]=[C:7]([C:12](=[O:14])[CH3:13])[CH:8]=[CH:9][C:10]=1[OH:11])([CH3:4])([CH3:3])[CH3:2].[I-:15].[Na+].ClN1C(=O)CCC1=O.S([O-])([O-])(=O)=S.[Na+].[Na+].Cl. (3) Given the product [C:19]([O:23][C:24](=[O:42])[NH:25][C:26]1[CH:31]=[CH:30][CH:29]=[CH:28][C:27]=1[NH:32][C:33](=[O:41])/[CH:34]=[CH:35]/[C:36]1[CH:37]=[N:38][N:39]([CH2:8][CH2:9][O:10][C:11]2[CH:16]=[C:15]([F:17])[CH:14]=[C:13]([F:18])[CH:12]=2)[CH:40]=1)([CH3:22])([CH3:20])[CH3:21], predict the reactants needed to synthesize it. The reactants are: C(=O)([O-])[O-].[Cs+].[Cs+].Br[CH2:8][CH2:9][O:10][C:11]1[CH:16]=[C:15]([F:17])[CH:14]=[C:13]([F:18])[CH:12]=1.[C:19]([O:23][C:24](=[O:42])[NH:25][C:26]1[CH:31]=[CH:30][CH:29]=[CH:28][C:27]=1[NH:32][C:33](=[O:41])/[CH:34]=[CH:35]/[C:36]1[CH:37]=[N:38][NH:39][CH:40]=1)([CH3:22])([CH3:21])[CH3:20].